This data is from Catalyst prediction with 721,799 reactions and 888 catalyst types from USPTO. The task is: Predict which catalyst facilitates the given reaction. (1) Reactant: [Cl:1][C:2]1[C:3]([Cl:20])=[C:4](Cl)[C:5]2[O:10][CH:9]([C:11]([F:14])([F:13])[F:12])[C:8]([C:15]([OH:17])=[O:16])=[CH:7][C:6]=2[CH:18]=1.[ClH:21]. Product: [Cl:21][C:18]1[C:6]2[CH2:7][C@H:8]([C:15]([OH:17])=[O:16])[C@H:9]([C:11]([F:14])([F:13])[F:12])[O:10][C:5]=2[CH:4]=[C:3]([Cl:20])[C:2]=1[Cl:1]. The catalyst class is: 490. (2) Reactant: [Cl:1][C:2]1[CH:3]=[C:4]([C:10]2([C:26]([F:29])([F:28])[F:27])[O:14][N:13]=[C:12]([C:15]3[CH:24]=[CH:23][C:18]([C:19]([O:21]C)=[O:20])=[C:17]([CH3:25])[CH:16]=3)[CH2:11]2)[CH:5]=[C:6]([Cl:9])[C:7]=1[F:8].[OH-].[Na+]. Product: [Cl:1][C:2]1[CH:3]=[C:4]([C:10]2([C:26]([F:28])([F:29])[F:27])[O:14][N:13]=[C:12]([C:15]3[CH:24]=[CH:23][C:18]([C:19]([OH:21])=[O:20])=[C:17]([CH3:25])[CH:16]=3)[CH2:11]2)[CH:5]=[C:6]([Cl:9])[C:7]=1[F:8]. The catalyst class is: 5. (3) Reactant: [Br:1][C:2]1[CH:10]=[CH:9][CH:8]=[C:7]2[C:3]=1[CH2:4][NH:5][CH2:6]2.Br[CH2:12][CH2:13][C:14]1[CH:19]=[CH:18][CH:17]=[C:16]([O:20][CH3:21])[CH:15]=1.C([O-])([O-])=O.[K+].[K+]. Product: [Br:1][C:2]1[CH:10]=[CH:9][CH:8]=[C:7]2[C:3]=1[CH2:4][N:5]([CH2:12][CH2:13][C:14]1[CH:19]=[CH:18][CH:17]=[C:16]([O:20][CH3:21])[CH:15]=1)[CH2:6]2. The catalyst class is: 3. (4) Reactant: [NH2:1][C:2]1[NH:6][N:5]=[C:4]([CH2:7][CH2:8][C:9]2[CH:10]=[C:11]([CH:15]=[CH:16][CH:17]=2)[C:12]([OH:14])=O)[CH:3]=1.[CH3:18][NH:19]C.C1COCC1.C(N(C(C)C)C(C)C)C. Product: [NH2:1][C:2]1[NH:6][N:5]=[C:4]([CH2:7][CH2:8][C:9]2[CH:10]=[C:11]([CH:15]=[CH:16][CH:17]=2)[C:12]([NH:19][CH3:18])=[O:14])[CH:3]=1. The catalyst class is: 3. (5) Reactant: Br[C:2]([F:18])([C:14]([F:17])([F:16])[F:15])[C:3]([F:13])([F:12])[O:4][C:5]1[CH:10]=[CH:9][C:8]([Cl:11])=[CH:7][CH:6]=1.[NH2:19][C:20]1[C:21]([CH3:26])=[CH:22][CH:23]=[CH:24][CH:25]=1.C(=O)([O-])O.[Na+].S(S([O-])=O)([O-])=O.[Na+].[Na+]. Product: [Cl:11][C:8]1[CH:9]=[CH:10][C:5]([O:4][C:3]([F:13])([F:12])[C:2]([C:23]2[CH:24]=[CH:25][C:20]([NH2:19])=[C:21]([CH3:26])[CH:22]=2)([F:18])[C:14]([F:17])([F:16])[F:15])=[CH:6][CH:7]=1. The catalyst class is: 16. (6) Reactant: [CH3:1][O:2][C:3]1[CH:8]=[C:7](I)[C:6]([F:10])=[CH:5][C:4]=1[CH3:11].[Li]CCCC.[B:17](OC)([O:20]C)[O:18]C. Product: [CH3:1][O:2][C:3]1[C:4]([CH3:11])=[CH:5][C:6]([F:10])=[C:7]([B:17]([OH:20])[OH:18])[CH:8]=1. The catalyst class is: 1. (7) Reactant: Cl.[CH3:2][NH:3][CH2:4][CH2:5][C:6]([OH:8])=[O:7].C(ON1C(=O)CCC1=O)(O[CH2:12][CH:13]1[C:25]2[C:20](=[CH:21][CH:22]=[CH:23][CH:24]=2)[C:19]2[C:14]1=[CH:15][CH:16]=[CH:17][CH:18]=2)=O.[C:34]([O-:37])([O-:36])=O.[Na+].[Na+]. Product: [CH:15]1[C:14]2[CH:13]([CH2:12][O:36][C:34]([N:3]([CH3:2])[CH2:4][CH2:5][C:6]([OH:8])=[O:7])=[O:37])[C:25]3[C:20](=[CH:21][CH:22]=[CH:23][CH:24]=3)[C:19]=2[CH:18]=[CH:17][CH:16]=1. The catalyst class is: 127. (8) The catalyst class is: 1. Reactant: [Cl:1][C:2]1[CH:3]=[C:4]([C:9]2[CH:14]=[CH:13][C:12]([O:15][CH:16]3[CH2:21][CH2:20][CH2:19][CH2:18][CH2:17]3)=[CH:11][CH:10]=2)[C:5]([NH2:8])=[N:6][CH:7]=1.[H-].[Na+].Cl[CH2:25][CH2:26][S:27](Cl)(=[O:29])=[O:28].O. Product: [Cl:1][C:2]1[CH:3]=[C:4]([C:9]2[CH:10]=[CH:11][C:12]([O:15][CH:16]3[CH2:21][CH2:20][CH2:19][CH2:18][CH2:17]3)=[CH:13][CH:14]=2)[C:5]2[N:6]([CH:7]=1)[CH2:25][CH2:26][S:27](=[O:29])(=[O:28])[N:8]=2. (9) Reactant: [CH3:1][N:2]1[C:6]([C:7]2[CH:8]=[C:9]([NH2:23])[CH:10]=[CH:11][C:12]=2[O:13][CH2:14][CH2:15][CH2:16][N:17]2[CH2:22][CH2:21][O:20][CH2:19][CH2:18]2)=[CH:5][CH:4]=[N:3]1.[Cl:24][C:25]1[CH:34]=[CH:33][C:28]([CH2:29][N:30]=[C:31]=[O:32])=[CH:27][CH:26]=1. Product: [Cl:24][C:25]1[CH:26]=[CH:27][C:28]([CH2:29][NH:30][C:31]([NH:23][C:9]2[CH:10]=[CH:11][C:12]([O:13][CH2:14][CH2:15][CH2:16][N:17]3[CH2:22][CH2:21][O:20][CH2:19][CH2:18]3)=[C:7]([C:6]3[N:2]([CH3:1])[N:3]=[CH:4][CH:5]=3)[CH:8]=2)=[O:32])=[CH:33][CH:34]=1. The catalyst class is: 2. (10) Reactant: [CH3:1][O:2][C:3]([C:5]1[N:6]=[C:7]([C:18]([O:20]CC)=[CH2:19])[N:8]([CH2:10][O:11][CH2:12][CH2:13][Si:14]([CH3:17])([CH3:16])[CH3:15])[CH:9]=1)=[O:4]. Product: [C:18]([C:7]1[N:8]([CH2:10][O:11][CH2:12][CH2:13][Si:14]([CH3:16])([CH3:15])[CH3:17])[CH:9]=[C:5]([C:3]([O:2][CH3:1])=[O:4])[N:6]=1)(=[O:20])[CH3:19]. The catalyst class is: 295.